Dataset: Full USPTO retrosynthesis dataset with 1.9M reactions from patents (1976-2016). Task: Predict the reactants needed to synthesize the given product. (1) Given the product [C:23]1([C:29]2[N:33]=[C:32]([N:34]3[CH2:39][CH2:38][N:37]([C:15]([NH:6][C:5]4[CH:4]=[CH:3][NH:2][N:1]=4)=[O:17])[CH2:36][CH2:35]3)[S:31][N:30]=2)[CH:24]=[CH:25][CH:26]=[CH:27][CH:28]=1, predict the reactants needed to synthesize it. The reactants are: [NH:1]1[C:5]([N:6]([C:15]([O:17]CC(Cl)(Cl)Cl)=O)C(OCC(Cl)(Cl)Cl)=O)=[CH:4][CH:3]=[N:2]1.[C:23]1([C:29]2[N:33]=[C:32]([N:34]3[CH2:39][CH2:38][NH:37][CH2:36][CH2:35]3)[S:31][N:30]=2)[CH:28]=[CH:27][CH:26]=[CH:25][CH:24]=1.C(N(C(C)C)CC)(C)C.O. (2) Given the product [Cl:1][C:2]1[CH:9]=[CH:8][C:5]([CH2:6][NH:7][C:31]([C:21]2[C:20](=[O:36])[C:19]3[C:24]4=[C:25]([CH2:27][C:28]([CH3:30])([CH3:29])[N:23]4[CH:22]=2)[CH:26]=[C:17]([C:16]#[C:15][CH2:14][OH:13])[CH:18]=3)=[O:32])=[CH:4][CH:3]=1, predict the reactants needed to synthesize it. The reactants are: [Cl:1][C:2]1[CH:9]=[CH:8][C:5]([CH2:6][NH2:7])=[CH:4][CH:3]=1.C[O-].[Na+].[OH:13][CH2:14][C:15]#[C:16][C:17]1[CH:18]=[C:19]2[C:24]3=[C:25]([CH2:27][C:28]([CH3:30])([CH3:29])[N:23]3[CH:22]=[C:21]([C:31](OCC)=[O:32])[C:20]2=[O:36])[CH:26]=1. (3) Given the product [CH:1]1([C:4]2[CH:5]=[C:6]([CH3:7])[C:12]([C:10]#[N:11])=[C:13]([OH:14])[N:15]=2)[CH2:3][CH2:2]1, predict the reactants needed to synthesize it. The reactants are: [CH:1]1([C:4](=O)[CH2:5][C:6](=O)[CH3:7])[CH2:3][CH2:2]1.[C:10]([CH2:12][C:13]([NH2:15])=[O:14])#[N:11].N1CCCCC1.